This data is from Peptide-MHC class II binding affinity with 134,281 pairs from IEDB. The task is: Regression. Given a peptide amino acid sequence and an MHC pseudo amino acid sequence, predict their binding affinity value. This is MHC class II binding data. The MHC is HLA-DPA10201-DPB10501 with pseudo-sequence HLA-DPA10201-DPB10501. The peptide sequence is CIPSLEAAVKQAYAA. The binding affinity (normalized) is 0.325.